Task: Predict the reactants needed to synthesize the given product.. Dataset: Full USPTO retrosynthesis dataset with 1.9M reactions from patents (1976-2016) (1) Given the product [NH2:1][C:2]1[O:22][C:18]2[C:17](=[C:16]([C:15]([O:14][CH3:13])=[O:24])[CH:21]=[CH:20][CH:19]=2)[N:23]=1, predict the reactants needed to synthesize it. The reactants are: [N:1]1(C(N2C=CN=C2)N)C=CN=[CH:2]1.[CH3:13][O:14][C:15](=[O:24])[C:16]1[CH:21]=[CH:20][CH:19]=[C:18]([OH:22])[C:17]=1[NH2:23]. (2) Given the product [N:21]1([C:19]2[N:20]=[C:15]([N:14]3[C:8]4[CH:7]=[C:6]([C:4]5[CH:3]=[N:2][N:1]([CH2:37][CH2:36][OH:35])[CH:5]=5)[N:11]=[CH:10][C:9]=4[CH:12]=[N:13]3)[CH:16]=[CH:17][CH:18]=2)[CH2:27][CH2:26][CH2:25][NH:24][CH2:23][CH2:22]1, predict the reactants needed to synthesize it. The reactants are: [NH:1]1[CH:5]=[C:4]([C:6]2[N:11]=[CH:10][C:9]3[CH:12]=[N:13][N:14]([C:15]4[N:20]=[C:19]([N:21]5[CH2:27][CH2:26][CH2:25][N:24](C(OC(C)(C)C)=O)[CH2:23][CH2:22]5)[CH:18]=[CH:17][CH:16]=4)[C:8]=3[CH:7]=2)[CH:3]=[N:2]1.[O:35]1[CH2:37][CH2:36]1.